Regression/Classification. Given a drug SMILES string, predict its absorption, distribution, metabolism, or excretion properties. Task type varies by dataset: regression for continuous measurements (e.g., permeability, clearance, half-life) or binary classification for categorical outcomes (e.g., BBB penetration, CYP inhibition). For this dataset (caco2_wang), we predict Y. From a dataset of Caco-2 cell permeability data measuring drug intestinal absorption for ~900 compounds. The molecule is C#CC#CC/C=C\CCCCCC(C)=O. The Y is -4.49 log Papp (cm/s).